Task: Predict which catalyst facilitates the given reaction.. Dataset: Catalyst prediction with 721,799 reactions and 888 catalyst types from USPTO (1) Reactant: [CH3:1][O:2][C:3]1[CH:4]=[C:5]([CH2:11][C:12]([OH:14])=O)[CH:6]=[CH:7][C:8]=1[O:9][CH3:10].S(Cl)([Cl:17])=O. Product: [CH3:1][O:2][C:3]1[CH:4]=[C:5]([CH2:11][C:12]([Cl:17])=[O:14])[CH:6]=[CH:7][C:8]=1[O:9][CH3:10]. The catalyst class is: 4. (2) Reactant: [Cl:1][C:2]1[CH:50]=[CH:49][C:5]([CH2:6][NH:7][C:8](=[O:48])[CH2:9][C@@H:10]2[CH2:21][CH:20]=[CH:19][CH2:18][C@H:17]([NH:22]C(=O)OCC3C4C=CC=CC=4C4C3=CC=CC=4)[C:16](=[O:40])[O:15][C@H:14]([C:41]3[CH:46]=[CH:45][CH:44]=[CH:43][CH:42]=3)[CH2:13][NH:12][C:11]2=[O:47])=[CH:4][CH:3]=1.N1CCCCC1. Product: [NH2:22][C@@H:17]1[C:16](=[O:40])[O:15][C@H:14]([C:41]2[CH:46]=[CH:45][CH:44]=[CH:43][CH:42]=2)[CH2:13][NH:12][C:11](=[O:47])[C@H:10]([CH2:9][C:8]([NH:7][CH2:6][C:5]2[CH:49]=[CH:50][C:2]([Cl:1])=[CH:3][CH:4]=2)=[O:48])[CH2:21][CH:20]=[CH:19][CH2:18]1. The catalyst class is: 3. (3) Reactant: C[O:2][C:3](=[O:31])[CH2:4][N:5]1[C:13]2[C:8](=[CH:9][C:10]([F:14])=[CH:11][CH:12]=2)[C:7]([CH2:15][C:16]2[S:17][CH:18]=[CH:19][C:20]=2[S:21]([C:24]2[CH:29]=[CH:28][N:27]=[CH:26][CH:25]=2)(=[O:23])=[O:22])=[C:6]1[CH3:30].[OH-].[Na+].Cl. Product: [F:14][C:10]1[CH:9]=[C:8]2[C:13](=[CH:12][CH:11]=1)[N:5]([CH2:4][C:3]([OH:31])=[O:2])[C:6]([CH3:30])=[C:7]2[CH2:15][C:16]1[S:17][CH:18]=[CH:19][C:20]=1[S:21]([C:24]1[CH:25]=[CH:26][N:27]=[CH:28][CH:29]=1)(=[O:22])=[O:23]. The catalyst class is: 7. (4) Reactant: [OH:1][CH2:2][C@@H:3]1[NH:7][C:6](=[O:8])[CH2:5][CH2:4]1.C(N(CC)CC)C.[CH3:16][S:17](Cl)(=[O:19])=[O:18]. Product: [O:8]=[C:6]1[NH:7][CH:3]([CH2:2][O:1][S:17]([CH3:16])(=[O:19])=[O:18])[CH2:4][CH2:5]1. The catalyst class is: 2. (5) Reactant: N(C(OC(C)(C)C)=O)=NC(OC(C)(C)C)=O.C(P(CCCC)CCCC)CCC.[C:30]1([C@@H:36]([NH:38][C:39](=[O:48])[CH2:40][C@H:41]([CH2:46]O)[CH2:42][CH2:43][CH2:44][CH3:45])[CH3:37])[CH:35]=[CH:34][CH:33]=[CH:32][CH:31]=1.C([O-])(O)=O.[Na+]. Product: [CH2:42]([C@H:41]1[CH2:46][N:38]([C@H:36]([C:30]2[CH:35]=[CH:34][CH:33]=[CH:32][CH:31]=2)[CH3:37])[C:39](=[O:48])[CH2:40]1)[CH2:43][CH2:44][CH3:45]. The catalyst class is: 7. (6) Reactant: [C@@H:1]1(O)[C:9]2[C:4](=[CH:5][CH:6]=[CH:7][CH:8]=2)[CH2:3][CH2:2]1.C(N(CC)CC)C.[CH2:18]([NH2:21])[C:19]#[CH:20].C(OCC)(=O)C. Product: [CH2:18]([NH:21][C@H:1]1[C:9]2[C:4](=[CH:5][CH:6]=[CH:7][CH:8]=2)[CH2:3][CH2:2]1)[C:19]#[CH:20]. The catalyst class is: 4. (7) Reactant: Br[C:2]1[CH:7]=[CH:6][C:5]([C:8]2([C:11]3[N:15]4[CH2:16][CH2:17][S:18][C:19]([CH2:22][O:23][Si:24]([C:27]([CH3:30])([CH3:29])[CH3:28])([CH3:26])[CH3:25])([CH3:21])[CH2:20][C:14]4=[N:13][N:12]=3)[CH2:10][CH2:9]2)=[C:4]([F:31])[CH:3]=1.[N:32]1[CH:37]=[CH:36][CH:35]=[C:34](B(O)O)[CH:33]=1.C(=O)([O-])[O-].[K+].[K+].C(=O)([O-])O.[Na+]. Product: [Si:24]([O:23][CH2:22][C:19]1([CH3:21])[S:18][CH2:17][CH2:16][N:15]2[C:11]([C:8]3([C:5]4[CH:6]=[CH:7][C:2]([C:34]5[CH:33]=[N:32][CH:37]=[CH:36][CH:35]=5)=[CH:3][C:4]=4[F:31])[CH2:10][CH2:9]3)=[N:12][N:13]=[C:14]2[CH2:20]1)([C:27]([CH3:30])([CH3:29])[CH3:28])([CH3:26])[CH3:25]. The catalyst class is: 437. (8) Product: [C:6]([O:9][CH2:10][CH2:11][CH2:12][S:13][C:14]1[S:15][C:16]([CH:22]=[O:23])=[CH:17][CH:18]=1)(=[O:8])[CH3:7]. The catalyst class is: 26. Reactant: O=P(Cl)(Cl)Cl.[C:6]([O:9][CH2:10][CH2:11][CH2:12][S:13][C:14]1[S:15][CH:16]=[CH:17][CH:18]=1)(=[O:8])[CH3:7].CN([CH:22]=[O:23])C.C(=O)([O-])[O-].[Na+].[Na+].